Task: Regression/Classification. Given a drug SMILES string, predict its absorption, distribution, metabolism, or excretion properties. Task type varies by dataset: regression for continuous measurements (e.g., permeability, clearance, half-life) or binary classification for categorical outcomes (e.g., BBB penetration, CYP inhibition). Dataset: cyp3a4_veith.. Dataset: CYP3A4 inhibition data for predicting drug metabolism from PubChem BioAssay (1) The drug is CC1(C)N=C(N)NC(Nc2ccccc2)=N1. The result is 0 (non-inhibitor). (2) The drug is CCNc1ncc2nc(-c3ccc(Cl)cc3)c(=O)n(Cc3cccs3)c2n1. The result is 0 (non-inhibitor).